Predict the product of the given reaction. From a dataset of Forward reaction prediction with 1.9M reactions from USPTO patents (1976-2016). The product is: [CH3:7][N:6]1[C:10](=[O:18])[CH2:11][CH2:12][C:25]2[C:19]3[CH:24]=[CH:23][CH:22]=[CH:21][C:20]=3[CH2:4][C:5]1=2. Given the reactants COC(=O)[CH2:4][CH2:5][NH:6][CH3:7].C1C2[C:12](=CC=CC=2)[CH2:11][C:10]1=[O:18].[C:19]1([CH3:25])[CH:24]=[CH:23][CH:22]=[CH:21][CH:20]=1, predict the reaction product.